Dataset: Full USPTO retrosynthesis dataset with 1.9M reactions from patents (1976-2016). Task: Predict the reactants needed to synthesize the given product. (1) Given the product [F:20][C:17]1[N:18]=[CH:19][C:14]([B:25]([OH:26])[OH:24])=[CH:15][CH:16]=1, predict the reactants needed to synthesize it. The reactants are: C(=O)=O.CC(C)=O.[Li]CCCC.Br[C:14]1[CH:15]=[CH:16][C:17]([F:20])=[N:18][CH:19]=1.C([O:24][B:25](OC(C)C)[O:26]C(C)C)(C)C. (2) Given the product [CH:49]([C:52]1[CH:58]=[CH:57][C:55]([NH:56][C:37]([C:34]2[CH:33]=[CH:32][C:31]([CH2:30][N:28]3[C:29]4[C:24](=[C:23]([CH2:41][CH:42]5[S:46][C:45](=[O:47])[NH:44][C:43]5=[O:48])[CH:22]=[CH:21][C:20]=4[O:19][CH3:18])[CH2:25][CH2:26][C:27]3=[O:40])=[CH:36][CH:35]=2)=[O:38])=[CH:54][CH:53]=1)([CH3:51])[CH3:50], predict the reactants needed to synthesize it. The reactants are: C(N(CC)CC)C.P(C#N)(=O)(OCC)OCC.[CH3:18][O:19][C:20]1[CH:21]=[CH:22][C:23]([CH2:41][CH:42]2[S:46][C:45](=[O:47])[NH:44][C:43]2=[O:48])=[C:24]2[C:29]=1[N:28]([CH2:30][C:31]1[CH:36]=[CH:35][C:34]([C:37](O)=[O:38])=[CH:33][CH:32]=1)[C:27](=[O:40])[CH2:26][CH2:25]2.[CH:49]([C:52]1[CH:58]=[CH:57][C:55]([NH2:56])=[CH:54][CH:53]=1)([CH3:51])[CH3:50]. (3) Given the product [CH2:1]([O:3][CH:4]([O:7][CH2:8][CH3:9])/[CH:5]=[CH:6]/[B:13]1[O:14][C:15]([CH3:17])([CH3:16])[C:11]([CH3:18])([CH3:10])[O:12]1)[CH3:2], predict the reactants needed to synthesize it. The reactants are: [CH2:1]([O:3][CH:4]([O:7][CH2:8][CH3:9])[C:5]#[CH:6])[CH3:2].[CH3:10][C:11]1([CH3:18])[C:15]([CH3:17])([CH3:16])[O:14][BH:13][O:12]1.C(N(CC)CC)C. (4) The reactants are: [CH:1](=[O:7])[CH2:2][CH2:3][CH2:4][CH2:5][CH3:6].[CH2:8](Cl)[CH:9]=[CH2:10].O.O.[Sn](Cl)Cl. Given the product [OH:7][CH:1]([CH2:2][CH2:3][CH2:4][CH2:5][CH3:6])[CH2:10][CH:9]=[CH2:8], predict the reactants needed to synthesize it. (5) Given the product [F:1][C:2]1[C:10]([O:11][CH2:12][CH2:13][O:14][CH3:15])=[C:9]2[C:5]([CH:6]=[C:7]([C:16](=[S:39])[NH2:18])[NH:8]2)=[CH:4][C:3]=1[O:19][C:20]1[CH:21]=[N:22][C:23]([S:26]([CH3:29])(=[O:28])=[O:27])=[CH:24][CH:25]=1, predict the reactants needed to synthesize it. The reactants are: [F:1][C:2]1[C:10]([O:11][CH2:12][CH2:13][O:14][CH3:15])=[C:9]2[C:5]([CH:6]=[C:7]([C:16]([NH2:18])=O)[NH:8]2)=[CH:4][C:3]=1[O:19][C:20]1[CH:21]=[N:22][C:23]([S:26]([CH3:29])(=[O:28])=[O:27])=[CH:24][CH:25]=1.COC1C=CC(P2(SP(C3C=CC(OC)=CC=3)(=S)S2)=[S:39])=CC=1. (6) Given the product [CH:13]1([C:11]2[S:12][C:8]([C:6]3[CH:5]=[CH:4][N:3]=[C:2]([NH:46][CH:43]4[CH2:44][CH2:45][N:40]([S:37]([CH3:36])(=[O:39])=[O:38])[CH2:41][CH2:42]4)[N:7]=3)=[C:9]([C:17]3[CH:18]=[CH:19][C:20]([F:35])=[C:21]([NH:23][S:24]([C:27]4[CH:32]=[C:31]([F:33])[CH:30]=[CH:29][C:28]=4[F:34])(=[O:26])=[O:25])[CH:22]=3)[N:10]=2)[CH2:16][CH2:15][CH2:14]1, predict the reactants needed to synthesize it. The reactants are: Cl[C:2]1[N:7]=[C:6]([C:8]2[S:12][C:11]([CH:13]3[CH2:16][CH2:15][CH2:14]3)=[N:10][C:9]=2[C:17]2[CH:18]=[CH:19][C:20]([F:35])=[C:21]([NH:23][S:24]([C:27]3[CH:32]=[C:31]([F:33])[CH:30]=[CH:29][C:28]=3[F:34])(=[O:26])=[O:25])[CH:22]=2)[CH:5]=[CH:4][N:3]=1.[CH3:36][S:37]([N:40]1[CH2:45][CH2:44][CH:43]([NH2:46])[CH2:42][CH2:41]1)(=[O:39])=[O:38]. (7) Given the product [Cl:8][C:4]1[CH:5]=[CH:6][CH:7]=[C:2]([Cl:1])[C:3]=1[C:9]1[C:14]2[O:15][C@@H:16]([CH2:19][N:20]3[C:36](=[O:43])[C:37]4[C:38](=[CH:39][CH:40]=[CH:41][CH:42]=4)[C:50]3=[O:51])[CH2:17][O:18][C:13]=2[CH:12]=[C:11]([F:21])[CH:10]=1, predict the reactants needed to synthesize it. The reactants are: [Cl:1][C:2]1[CH:7]=[CH:6][CH:5]=[C:4]([Cl:8])[C:3]=1[C:9]1[C:14]2[O:15][C@@H:16]([CH2:19][NH2:20])[CH2:17][O:18][C:13]=2[CH:12]=[C:11]([F:21])[CH:10]=1.[C:36]([C@](C(O)=O)(O)[C@]([C:36](=[O:43])[C:37]1[CH:42]=[CH:41][CH:40]=[CH:39][CH:38]=1)(O)C(O)=O)(=[O:43])[C:37]1[CH:42]=[CH:41][CH:40]=[CH:39][CH:38]=1.C1C[O:51][CH2:50]C1. (8) The reactants are: [CH2:1]([Br:4])[CH:2]=[CH2:3].C(NCC)C.[CH2:10]([N:13]([CH2:16][CH3:17])[CH2:14][CH3:15])[CH:11]=[CH2:12]. Given the product [Br-:4].[CH2:1]([N+:13]([CH2:10][CH:11]=[CH2:12])([CH2:16][CH3:17])[CH2:14][CH3:15])[CH:2]=[CH2:3], predict the reactants needed to synthesize it. (9) Given the product [O:13]1[CH2:17][CH2:16][CH:15]([N:1]2[CH2:4][CH:3]([NH:5][C:6](=[O:12])[O:7][C:8]([CH3:9])([CH3:11])[CH3:10])[CH2:2]2)[CH2:14]1, predict the reactants needed to synthesize it. The reactants are: [NH:1]1[CH2:4][CH:3]([NH:5][C:6](=[O:12])[O:7][C:8]([CH3:11])([CH3:10])[CH3:9])[CH2:2]1.[O:13]1[CH2:17][CH2:16][C:15](=O)[CH2:14]1.C(O[BH-](OC(=O)C)OC(=O)C)(=O)C.[Na+].C([O-])(O)=O.[Na+].